From a dataset of Full USPTO retrosynthesis dataset with 1.9M reactions from patents (1976-2016). Predict the reactants needed to synthesize the given product. (1) Given the product [C:1]([O:5][C:6](=[O:34])[N:7]([C:16]1[S:17][C@:18]2([CH2:32][F:33])[C@H:20]([C@:21]([C:24]3[C:25]([F:31])=[N:26][CH:27]=[C:28]([NH:30][C:45]([C:42]4[CH:41]=[N:40][C:39]([O:38][CH2:35][C:36]#[CH:37])=[CH:44][N:43]=4)=[O:46])[CH:29]=3)([CH3:23])[N:22]=1)[CH2:19]2)[CH2:8][O:9][CH2:10][CH2:11][Si:12]([CH3:15])([CH3:14])[CH3:13])([CH3:2])([CH3:4])[CH3:3], predict the reactants needed to synthesize it. The reactants are: [C:1]([O:5][C:6](=[O:34])[N:7]([C:16]1[S:17][C@:18]2([CH2:32][F:33])[C@H:20]([C@:21]([C:24]3[C:25]([F:31])=[N:26][CH:27]=[C:28]([NH2:30])[CH:29]=3)([CH3:23])[N:22]=1)[CH2:19]2)[CH2:8][O:9][CH2:10][CH2:11][Si:12]([CH3:15])([CH3:14])[CH3:13])([CH3:4])([CH3:3])[CH3:2].[CH2:35]([O:38][C:39]1[N:40]=[CH:41][C:42]([C:45](O)=[O:46])=[N:43][CH:44]=1)[C:36]#[CH:37].CN(C(ON1N=NC2C=CC=NC1=2)=[N+](C)C)C.F[P-](F)(F)(F)(F)F. (2) The reactants are: Br[C:2]1[N:3]=[C:4]2[N:10]([C@H:11]([C:13]3[CH:18]=[CH:17][CH:16]=[CH:15][CH:14]=3)[CH3:12])[C:9](=[O:19])[N:8]([CH3:20])[C:5]2=[N:6][CH:7]=1.BrC1N=C2N([C@H:32]([C:34]3[CH:39]=[CH:38][CH:37]=[CH:36][CH:35]=3)[CH3:33])C(=O)NC2=NC=1.C(=O)([O-])[O-].[Cs+].[Cs+].COS(OC)(=O)=O.[CH3:53][N:54](C)C=O. Given the product [CH3:20][N:8]1[C:5]2=[N:6][CH:7]=[C:2]([C:39]3[CH:38]=[CH:37][CH:36]=[C:35]4[C:34]=3[CH:32]=[CH:33][CH:53]=[N:54]4)[N:3]=[C:4]2[N:10]([C@H:11]([C:13]2[CH:18]=[CH:17][CH:16]=[CH:15][CH:14]=2)[CH3:12])[C:9]1=[O:19], predict the reactants needed to synthesize it. (3) Given the product [Cl:8][C:9]1[CH:14]=[C:13]([Cl:15])[CH:12]=[CH:11][C:10]=1[C:16]1[N:21]=[C:20]([NH:22][CH2:23][CH2:24][NH:25][C:30]2[CH:37]=[CH:36][C:33]([C:34]#[N:35])=[CH:32][N:31]=2)[N:19]2[CH:26]=[CH:27][N:28]=[C:18]2[CH:17]=1, predict the reactants needed to synthesize it. The reactants are: FC(F)(F)C(O)=O.[Cl:8][C:9]1[CH:14]=[C:13]([Cl:15])[CH:12]=[CH:11][C:10]=1[C:16]1[N:21]=[C:20]([NH:22][CH2:23][CH2:24][NH2:25])[N:19]2[CH:26]=[CH:27][N:28]=[C:18]2[CH:17]=1.Cl[C:30]1[CH:37]=[CH:36][C:33]([C:34]#[N:35])=[CH:32][N:31]=1.CCN(C(C)C)C(C)C. (4) Given the product [CH3:13][C:14]1[O:18][C:17]([CH2:19][NH:20][C:2]2[CH:11]=[CH:10][C:9]3[C:4](=[CH:5][CH:6]=[C:7]([NH:21][C:22]4[CH:23]=[N:24][CH:25]=[CH:26][CH:27]=4)[CH:8]=3)[N:3]=2)=[CH:16][CH:15]=1, predict the reactants needed to synthesize it. The reactants are: Cl[C:2]1[CH:11]=[CH:10][C:9]2[C:4](=[CH:5][CH:6]=[C:7](Cl)[CH:8]=2)[N:3]=1.[CH3:13][C:14]1[O:18][C:17]([CH2:19][NH2:20])=[CH:16][CH:15]=1.[NH2:21][C:22]1[CH:23]=[N:24][CH:25]=[CH:26][CH:27]=1.